This data is from Catalyst prediction with 721,799 reactions and 888 catalyst types from USPTO. The task is: Predict which catalyst facilitates the given reaction. Reactant: [O:1]1CCCO[CH:2]1[CH2:7][CH2:8][C:9]1[C:14]([Br:15])=[CH:13][N:12]=[CH:11][N:10]=1.C(O)=O. Product: [Br:15][C:14]1[C:9]([CH2:8][CH2:7][CH:2]=[O:1])=[N:10][CH:11]=[N:12][CH:13]=1. The catalyst class is: 26.